Dataset: Choline transporter screen with 302,306 compounds. Task: Binary Classification. Given a drug SMILES string, predict its activity (active/inactive) in a high-throughput screening assay against a specified biological target. (1) The result is 0 (inactive). The compound is Fc1ccc(CN2CCN(CC2)c2ncccn2)cc1. (2) The molecule is S1(=O)(=O)N(c2c3c1cccc3ccc2)C(C)C(=O)N. The result is 0 (inactive).